From a dataset of Full USPTO retrosynthesis dataset with 1.9M reactions from patents (1976-2016). Predict the reactants needed to synthesize the given product. (1) Given the product [CH3:13][N:2]([CH3:1])[C:3]1[C:7]([CH3:8])=[CH:6][S:5][C:4]=1[C:9]([OH:11])=[O:10], predict the reactants needed to synthesize it. The reactants are: [CH3:1][N:2]([CH3:13])[C:3]1[C:7]([CH3:8])=[CH:6][S:5][C:4]=1[C:9]([O:11]C)=[O:10].O.[OH-].[Li+].Cl. (2) Given the product [NH2:1][C:2]1[C:7]([C:8]([C:10]2[CH:15]=[C:14]([F:16])[CH:13]=[CH:12][C:11]=2[CH3:17])=[O:9])=[CH:6][N:5]=[C:4]([NH:39][CH:36]2[CH2:37][CH2:38][N:33]([S:30]([CH3:29])(=[O:32])=[O:31])[CH2:34][CH2:35]2)[N:3]=1, predict the reactants needed to synthesize it. The reactants are: [NH2:1][C:2]1[C:7]([C:8]([C:10]2[CH:15]=[C:14]([F:16])[CH:13]=[CH:12][C:11]=2[CH3:17])=[O:9])=[CH:6][N:5]=[C:4](S(CC)=O)[N:3]=1.FC(F)(F)C(O)=O.[CH3:29][S:30]([N:33]1[CH2:38][CH2:37][CH:36]([NH2:39])[CH2:35][CH2:34]1)(=[O:32])=[O:31]. (3) Given the product [ClH:2].[Cl:15][C:11]1[CH:10]=[C:9]([C:7]2[N:6]=[C:5]3[CH2:16][CH2:17][CH2:18][C:4]3=[C:3]([NH:19][C:20]3[N:25]=[CH:24][C:23]([CH2:26][CH2:27][OH:28])=[CH:22][CH:21]=3)[CH:8]=2)[CH:14]=[CH:13][CH:12]=1, predict the reactants needed to synthesize it. The reactants are: Cl.[Cl:2][C:3]1[CH:8]=[C:7]([C:9]2[CH:14]=[CH:13][CH:12]=[C:11]([Cl:15])[CH:10]=2)[N:6]=[C:5]2[CH2:16][CH2:17][CH2:18][C:4]=12.[NH2:19][C:20]1[N:25]=[CH:24][C:23]([CH2:26][CH2:27][OH:28])=[CH:22][CH:21]=1. (4) Given the product [CH2:15]([O:22][C:23](=[O:36])[NH:24][CH2:25][CH2:26][CH2:27][CH2:28][C:29]1[CH:34]=[CH:33][C:32]([O:35][CH2:45][CH2:44][NH:43][C:42]([O:41][C:37]([CH3:40])([CH3:39])[CH3:38])=[O:47])=[CH:31][CH:30]=1)[C:16]1[CH:21]=[CH:20][CH:19]=[CH:18][CH:17]=1, predict the reactants needed to synthesize it. The reactants are: CC(OC(/N=N/C(OC(C)C)=O)=O)C.[CH2:15]([O:22][C:23](=[O:36])[NH:24][CH2:25][CH2:26][CH2:27][CH2:28][C:29]1[CH:34]=[CH:33][C:32]([OH:35])=[CH:31][CH:30]=1)[C:16]1[CH:21]=[CH:20][CH:19]=[CH:18][CH:17]=1.[C:37]([O:41][C:42](=[O:47])[NH:43][CH2:44][CH2:45]O)([CH3:40])([CH3:39])[CH3:38]. (5) Given the product [F:16][C:2]([F:1])([F:15])[O:3][C:4]1[CH:5]=[C:6]2[C:11](=[C:12]([NH:14][S:25]([C:22]3[CH:23]=[N:24][C:19]([C:17]#[N:18])=[CH:20][CH:21]=3)(=[O:26])=[O:27])[CH:13]=1)[N:10]=[CH:9][CH:8]=[CH:7]2, predict the reactants needed to synthesize it. The reactants are: [F:1][C:2]([F:16])([F:15])[O:3][C:4]1[CH:5]=[C:6]2[C:11](=[C:12]([NH2:14])[CH:13]=1)[N:10]=[CH:9][CH:8]=[CH:7]2.[C:17]([C:19]1[N:24]=[CH:23][C:22]([S:25](Cl)(=[O:27])=[O:26])=[CH:21][CH:20]=1)#[N:18].N1C=CC=CC=1. (6) Given the product [CH2:22]([O:19][C:18]([C:4]1[C:5]2[O:9][C:8]([C:10]3[CH:15]=[CH:14][C:13]([OH:16])=[CH:12][CH:11]=3)=[CH:7][C:6]=2[CH:17]=[C:2]([OH:1])[CH:3]=1)=[O:20])[CH3:23], predict the reactants needed to synthesize it. The reactants are: [OH:1][C:2]1[CH:3]=[C:4]([C:18]([OH:20])=[O:19])[C:5]2[O:9][C:8]([C:10]3[CH:15]=[CH:14][C:13]([OH:16])=[CH:12][CH:11]=3)=[CH:7][C:6]=2[CH:17]=1.Cl.[CH3:22][CH2:23]O.